Dataset: NCI-60 drug combinations with 297,098 pairs across 59 cell lines. Task: Regression. Given two drug SMILES strings and cell line genomic features, predict the synergy score measuring deviation from expected non-interaction effect. (1) Drug 1: CC1=C(C=C(C=C1)NC2=NC=CC(=N2)N(C)C3=CC4=NN(C(=C4C=C3)C)C)S(=O)(=O)N.Cl. Drug 2: CCCCC(=O)OCC(=O)C1(CC(C2=C(C1)C(=C3C(=C2O)C(=O)C4=C(C3=O)C=CC=C4OC)O)OC5CC(C(C(O5)C)O)NC(=O)C(F)(F)F)O. Cell line: MDA-MB-435. Synergy scores: CSS=-0.134, Synergy_ZIP=2.66, Synergy_Bliss=4.58, Synergy_Loewe=1.50, Synergy_HSA=0.590. (2) Cell line: HOP-62. Drug 1: CC1=CC2C(CCC3(C2CCC3(C(=O)C)OC(=O)C)C)C4(C1=CC(=O)CC4)C. Synergy scores: CSS=-6.67, Synergy_ZIP=2.58, Synergy_Bliss=0.354, Synergy_Loewe=-7.35, Synergy_HSA=-5.48. Drug 2: CC(C1=C(C=CC(=C1Cl)F)Cl)OC2=C(N=CC(=C2)C3=CN(N=C3)C4CCNCC4)N. (3) Drug 1: CC1=C(C=C(C=C1)NC2=NC=CC(=N2)N(C)C3=CC4=NN(C(=C4C=C3)C)C)S(=O)(=O)N.Cl. Drug 2: CC1=C2C(C(=O)C3(C(CC4C(C3C(C(C2(C)C)(CC1OC(=O)C(C(C5=CC=CC=C5)NC(=O)OC(C)(C)C)O)O)OC(=O)C6=CC=CC=C6)(CO4)OC(=O)C)OC)C)OC. Cell line: UO-31. Synergy scores: CSS=44.9, Synergy_ZIP=3.83, Synergy_Bliss=4.82, Synergy_Loewe=-45.0, Synergy_HSA=6.81. (4) Drug 1: C1CCC(C1)C(CC#N)N2C=C(C=N2)C3=C4C=CNC4=NC=N3. Drug 2: C1=NC(=NC(=O)N1C2C(C(C(O2)CO)O)O)N. Cell line: NCIH23. Synergy scores: CSS=9.98, Synergy_ZIP=-1.62, Synergy_Bliss=4.05, Synergy_Loewe=3.55, Synergy_HSA=4.09. (5) Drug 1: CCC(=C(C1=CC=CC=C1)C2=CC=C(C=C2)OCCN(C)C)C3=CC=CC=C3.C(C(=O)O)C(CC(=O)O)(C(=O)O)O. Drug 2: CS(=O)(=O)OCCCCOS(=O)(=O)C. Cell line: EKVX. Synergy scores: CSS=2.03, Synergy_ZIP=1.48, Synergy_Bliss=3.74, Synergy_Loewe=-0.769, Synergy_HSA=-1.53. (6) Drug 1: C1C(C(OC1N2C=NC3=C(N=C(N=C32)Cl)N)CO)O. Drug 2: CCCCCOC(=O)NC1=NC(=O)N(C=C1F)C2C(C(C(O2)C)O)O. Cell line: SNB-19. Synergy scores: CSS=23.4, Synergy_ZIP=-0.546, Synergy_Bliss=-1.34, Synergy_Loewe=-30.0, Synergy_HSA=-0.905. (7) Drug 1: C1=C(C(=O)NC(=O)N1)N(CCCl)CCCl. Drug 2: CC1=C(C(=O)C2=C(C1=O)N3CC4C(C3(C2COC(=O)N)OC)N4)N. Cell line: COLO 205. Synergy scores: CSS=66.3, Synergy_ZIP=1.34, Synergy_Bliss=0.248, Synergy_Loewe=7.62, Synergy_HSA=9.26. (8) Drug 1: C1CCC(CC1)NC(=O)N(CCCl)N=O. Drug 2: CCC(=C(C1=CC=CC=C1)C2=CC=C(C=C2)OCCN(C)C)C3=CC=CC=C3.C(C(=O)O)C(CC(=O)O)(C(=O)O)O. Cell line: CCRF-CEM. Synergy scores: CSS=34.3, Synergy_ZIP=1.81, Synergy_Bliss=4.75, Synergy_Loewe=-0.0959, Synergy_HSA=3.21. (9) Drug 1: C1=CC(=CC=C1C#N)C(C2=CC=C(C=C2)C#N)N3C=NC=N3. Drug 2: C1CNP(=O)(OC1)N(CCCl)CCCl. Cell line: IGROV1. Synergy scores: CSS=-3.40, Synergy_ZIP=1.98, Synergy_Bliss=1.78, Synergy_Loewe=-1.15, Synergy_HSA=-0.701.